From a dataset of Full USPTO retrosynthesis dataset with 1.9M reactions from patents (1976-2016). Predict the reactants needed to synthesize the given product. The reactants are: C(OC([N:8]1[CH2:12][CH2:11][CH:10]([C:13]2[CH:18]=[CH:17][C:16]([NH:19][C:20]([NH:22][C:23]3[CH:24]=[N:25][C:26]([Cl:29])=[CH:27][CH:28]=3)=[O:21])=[C:15]([Cl:30])[CH:14]=2)[CH2:9]1)=O)(C)(C)C.FC(F)(F)C(O)=O.[OH-].[Na+]. Given the product [Cl:29][C:26]1[N:25]=[CH:24][C:23]([NH:22][C:20]([NH:19][C:16]2[CH:17]=[CH:18][C:13]([CH:10]3[CH2:11][CH2:12][NH:8][CH2:9]3)=[CH:14][C:15]=2[Cl:30])=[O:21])=[CH:28][CH:27]=1, predict the reactants needed to synthesize it.